This data is from Full USPTO retrosynthesis dataset with 1.9M reactions from patents (1976-2016). The task is: Predict the reactants needed to synthesize the given product. (1) Given the product [OH:19][C:20]1[C:21](=[O:22])[C:13]2[CH:8]3[C:7]([CH3:31])([CH:11]([OH:12])[CH2:10][CH2:9]3)[CH2:6][CH:5]([O:4][C:2](=[O:3])[CH3:1])[C:14]=2[C:15]2([CH3:30])[C:16]=1[C:17](=[CH:18][N:42]1[CH2:41][CH2:40][N:39]([CH:36]3[CH2:37][CH2:38][N:33]([CH3:32])[CH2:34][CH2:35]3)[CH2:44][CH2:43]1)[C:23](=[O:24])[O:25][CH:26]2[CH2:27][O:28][CH3:29], predict the reactants needed to synthesize it. The reactants are: [CH3:1][C:2]([O:4][C@H:5]1[C:14]2[C@@:15]3([CH3:30])[C@@H:26]([CH2:27][O:28][CH3:29])[O:25][C:23](=[O:24])[C:17]4=[CH:18][O:19][C:20]([C:21](=[O:22])[C:13]=2[C@@H:8]2[CH2:9][CH2:10][C@H:11]([OH:12])[C@@:7]2([CH3:31])[CH2:6]1)=[C:16]34)=[O:3].[CH3:32][N:33]1[CH2:38][CH2:37][CH:36]([N:39]2[CH2:44][CH2:43][NH:42][CH2:41][CH2:40]2)[CH2:35][CH2:34]1. (2) Given the product [Cl:1][C:2]1[CH:3]=[C:4]([C@H:9]2[C:18]3[C:13](=[CH:14][CH:15]=[CH:16][CH:17]=3)[CH:12]=[C:11]([CH:19]([N:21]([CH3:25])[CH3:22])[CH3:20])[CH2:10]2)[CH:5]=[CH:6][C:7]=1[Cl:8], predict the reactants needed to synthesize it. The reactants are: [Cl:1][C:2]1[CH:3]=[C:4]([C@H:9]2[C:18]3[C:13](=[CH:14][CH:15]=[CH:16][CH:17]=3)[CH:12]=[C:11]([CH:19]([NH:21][CH3:22])[CH3:20])[CH2:10]2)[CH:5]=[CH:6][C:7]=1[Cl:8].C=O.[CH:25](O)=O. (3) Given the product [OH:18][CH:19]1[CH2:20][N:21]([C:23]2[S:24][CH:25]=[C:26]([CH2:28][NH:29][C:30]([O:32][CH2:33][C:34]3[CH:39]=[CH:38][C:37]([N+:40]([O-:42])=[O:41])=[CH:36][CH:35]=3)=[O:31])[N:27]=2)[CH2:22]1, predict the reactants needed to synthesize it. The reactants are: [Si]([O:18][CH:19]1[CH2:22][N:21]([C:23]2[S:24][CH:25]=[C:26]([CH2:28][NH:29][C:30]([O:32][CH2:33][C:34]3[CH:39]=[CH:38][C:37]([N+:40]([O-:42])=[O:41])=[CH:36][CH:35]=3)=[O:31])[N:27]=2)[CH2:20]1)(C(C)(C)C)(C1C=CC=CC=1)C1C=CC=CC=1.C(O)(=O)C.[F-].C([N+](CCCC)(CCCC)CCCC)CCC.